From a dataset of Forward reaction prediction with 1.9M reactions from USPTO patents (1976-2016). Predict the product of the given reaction. (1) The product is: [CH2:17]([O:19][C:20](=[O:32])[CH2:21][C:22]1[CH:27]=[CH:26][C:25]([S:28]([N:5]2[CH2:6][CH2:7][N:2]([CH3:1])[CH2:3][CH2:4]2)(=[O:29])=[O:30])=[CH:24][CH:23]=1)[CH3:18]. Given the reactants [CH3:1][N:2]1[CH2:7][CH2:6][NH:5][CH2:4][CH2:3]1.CCN(C(C)C)C(C)C.[CH2:17]([O:19][C:20](=[O:32])[CH2:21][C:22]1[CH:27]=[CH:26][C:25]([S:28](Cl)(=[O:30])=[O:29])=[CH:24][CH:23]=1)[CH3:18], predict the reaction product. (2) Given the reactants [CH2:1]([C:3]1[CH:19]=[CH:18][C:6]2[CH2:7][CH2:8][N:9]([C:12](=[O:17])[C:13]([F:16])([F:15])[F:14])[CH2:10][CH2:11][C:5]=2[C:4]=1[OH:20])[CH3:2].C(N(CC)CC)C.[F:28][C:29]([F:42])([F:41])[S:30](O[S:30]([C:29]([F:42])([F:41])[F:28])(=[O:32])=[O:31])(=[O:32])=[O:31], predict the reaction product. The product is: [CH2:1]([C:3]1[CH:19]=[CH:18][C:6]2[CH2:7][CH2:8][N:9]([C:12](=[O:17])[C:13]([F:16])([F:14])[F:15])[CH2:10][CH2:11][C:5]=2[C:4]=1[O:20][S:30]([C:29]([F:42])([F:41])[F:28])(=[O:32])=[O:31])[CH3:2]. (3) Given the reactants [N+](=[CH:3][C:4]([O:6][C:7]([CH3:10])([CH3:9])[CH3:8])=[O:5])=[N-].[CH3:11][C:12]1[CH:13]=[CH:14][C:15]2[N:16]([CH:18]=[C:19]([C:21]3[CH:30]=[CH:29][C:24]([C:25]([O:27][CH3:28])=[O:26])=[CH:23][CH:22]=3)[N:20]=2)[CH:17]=1, predict the reaction product. The product is: [C:7]([O:6][C:4]([CH2:3][C:18]1[N:16]2[CH:17]=[C:12]([CH3:11])[CH:13]=[CH:14][C:15]2=[N:20][C:19]=1[C:21]1[CH:22]=[CH:23][C:24]([C:25]([O:27][CH3:28])=[O:26])=[CH:29][CH:30]=1)=[O:5])([CH3:10])([CH3:9])[CH3:8]. (4) Given the reactants C([N:8]([CH2:54][C@@H:55]([C:64]1[CH:73]=[CH:72][C:71]([O:74]CC2C=CC=CC=2)=[C:70]2[C:65]=1[CH:66]=[CH:67][C:68](=[O:82])[NH:69]2)[O:56][Si:57]([C:60]([CH3:63])([CH3:62])[CH3:61])([CH3:59])[CH3:58])[CH2:9][CH2:10][C:11]1[CH:16]=[CH:15][C:14]([NH:17][C:18]([C:20]2[CH:21]=[C:22]([CH2:26][NH:27][C:28]([CH2:30][CH2:31][N:32]3[CH2:37][CH2:36][CH:35]([O:38][C:39](=[O:53])[NH:40][C:41]4[CH:46]=[CH:45][CH:44]=[CH:43][C:42]=4[C:47]4[CH:52]=[CH:51][CH:50]=[CH:49][CH:48]=4)[CH2:34][CH2:33]3)=[O:29])[CH:23]=[CH:24][CH:25]=2)=[O:19])=[CH:13][CH:12]=1)C1C=CC=CC=1, predict the reaction product. The product is: [Si:57]([O:56][C@H:55]([C:64]1[CH:73]=[CH:72][C:71]([OH:74])=[C:70]2[C:65]=1[CH:66]=[CH:67][C:68](=[O:82])[NH:69]2)[CH2:54][NH:8][CH2:9][CH2:10][C:11]1[CH:12]=[CH:13][C:14]([NH:17][C:18]([C:20]2[CH:21]=[C:22]([CH2:26][NH:27][C:28]([CH2:30][CH2:31][N:32]3[CH2:37][CH2:36][CH:35]([O:38][C:39](=[O:53])[NH:40][C:41]4[CH:46]=[CH:45][CH:44]=[CH:43][C:42]=4[C:47]4[CH:52]=[CH:51][CH:50]=[CH:49][CH:48]=4)[CH2:34][CH2:33]3)=[O:29])[CH:23]=[CH:24][CH:25]=2)=[O:19])=[CH:15][CH:16]=1)([C:60]([CH3:63])([CH3:61])[CH3:62])([CH3:59])[CH3:58]. (5) The product is: [N+:1]([C:4]1[CH:5]=[CH:6][C:7]([CH2:10][CH2:11][CH2:12][NH:32][C:15](=[O:16])[O:17][C:18]([CH3:21])([CH3:20])[CH3:19])=[CH:8][CH:9]=1)([O-:3])=[O:2]. Given the reactants [N+:1]([C:4]1[CH:9]=[CH:8][C:7]([CH2:10][CH2:11][CH2:12]CC)=[CH:6][CH:5]=1)([O-:3])=[O:2].[C:15](O[C:15]([O:17][C:18]([CH3:21])([CH3:20])[CH3:19])=[O:16])([O:17][C:18]([CH3:21])([CH3:20])[CH3:19])=[O:16].CC[N:32](CC)CC, predict the reaction product.